The task is: Predict the reaction yield, written as a fraction of the theoretical maximum amount of product (1.0 means a 100% yield; for example, 0.34 means a 34% yield).. This data is from Reaction yield outcomes from USPTO patents with 853,638 reactions. (1) The reactants are [Cl:1][C:2]1[CH:9]=[CH:8][C:5]([CH2:6][OH:7])=[CH:4][C:3]=1[C:10]([F:13])([F:12])[F:11].[F:14][C:15]1[CH:22]=[C:21](F)[C:20]([F:24])=[CH:19][C:16]=1[C:17]#[N:18].C(=O)([O-])[O-].[K+].[K+]. The catalyst is CS(C)=O. The product is [F:14][C:15]1[CH:22]=[C:21]([O:7][CH2:6][C:5]2[CH:8]=[CH:9][C:2]([Cl:1])=[C:3]([C:10]([F:11])([F:12])[F:13])[CH:4]=2)[C:20]([F:24])=[CH:19][C:16]=1[C:17]#[N:18]. The yield is 0.970. (2) The reactants are C(OC([C:11]1[C:19]2[C:14](=[CH:15][CH:16]=[C:17](CCOS(C)(=O)=O)[CH:18]=2)[NH:13][C:12]=1C)=O)C1C=CC=CC=1.CC12CC([NH:34]C1)CC(C)(C)C2. The catalyst is O1CCOCC1. The product is [NH:13]1[C:14]2[C:19](=[CH:18][CH:17]=[CH:16][CH:15]=2)[CH:11]=[C:12]1[NH2:34]. The yield is 0.540. (3) The product is [Cl:6][C:7]1[C:8]([CH:23]=[O:24])=[N:9][CH:10]=[C:11]([N:13]([CH2:15][CH:16]2[CH2:18][CH2:17]2)[CH3:14])[N:12]=1. The yield is 0.710. The reactants are P(Cl)(Cl)(Cl)=O.[Cl:6][C:7]1[N:12]=[C:11]([N:13]([CH2:15][CH:16]2[CH2:18][CH2:17]2)[CH3:14])[CH:10]=[N:9][CH:8]=1.O.CN([CH:23]=[O:24])C. No catalyst specified. (4) The reactants are [N+:1]([C:4]1[CH:9]=[CH:8][CH:7]=[C:6]([NH2:10])[C:5]=1[NH2:11])([O-:3])=[O:2].Br[C:13]#[N:14].O. The catalyst is C(O)C. The product is [N+:1]([C:4]1[C:5]2[NH:11][C:13]([NH2:14])=[N:10][C:6]=2[CH:7]=[CH:8][CH:9]=1)([O-:3])=[O:2]. The yield is 0.800. (5) The reactants are [C:1]([OH:21])(=[O:20])[CH2:2][CH2:3][CH2:4][CH2:5][CH2:6][CH2:7][CH2:8][CH2:9][CH2:10][CH2:11][CH2:12][CH2:13][CH2:14][CH2:15][CH2:16][C:17]([OH:19])=[O:18].CN(C)C=O.[C:27]1([CH3:33])[CH:32]=CC=C[CH:28]=1. No catalyst specified. The product is [C:27]([O:18][C:17](=[O:19])[CH2:16][CH2:15][CH2:14][CH2:13][CH2:12][CH2:11][CH2:10][CH2:9][CH2:8][CH2:7][CH2:6][CH2:5][CH2:4][CH2:3][CH2:2][C:1]([OH:21])=[O:20])([CH3:33])([CH3:32])[CH3:28]. The yield is 0.330.